Predict the reaction yield, written as a fraction of the theoretical maximum amount of product (1.0 means a 100% yield; for example, 0.34 means a 34% yield). From a dataset of Reaction yield outcomes from USPTO patents with 853,638 reactions. (1) The reactants are [OH:1][C:2]1[CH:7]=[CH:6][C:5](B(O)O)=[CH:4][CH:3]=1.I[C:12]1[C:20]2[C:15](=[N:16][CH:17]=[N:18][C:19]=2[NH2:21])[N:14]([CH:22]([CH3:24])[CH3:23])[N:13]=1.C([O-])([O-])=O.[Na+].[Na+]. The catalyst is CCO.COCCOC.C1C=CC([P]([Pd]([P](C2C=CC=CC=2)(C2C=CC=CC=2)C2C=CC=CC=2)([P](C2C=CC=CC=2)(C2C=CC=CC=2)C2C=CC=CC=2)[P](C2C=CC=CC=2)(C2C=CC=CC=2)C2C=CC=CC=2)(C2C=CC=CC=2)C2C=CC=CC=2)=CC=1. The product is [NH2:21][C:19]1[N:18]=[CH:17][N:16]=[C:15]2[N:14]([CH:22]([CH3:24])[CH3:23])[N:13]=[C:12]([C:5]3[CH:6]=[CH:7][C:2]([OH:1])=[CH:3][CH:4]=3)[C:20]=12. The yield is 0.320. (2) The reactants are [C:1]([Cu])#[N:2].[Na+].[I-].CN[C@@H]1CCCC[C@H]1NC.ClC1C=CC=CC=1.CCCCC[CH2:28][CH2:29][CH2:30][CH2:31][CH2:32][CH2:33][CH3:34]. The catalyst is C(OCC)(=O)C. The product is [CH3:34][C:33]1[CH:28]=[CH:29][C:30]([C:1]#[N:2])=[CH:31][CH:32]=1. The yield is 0.600. (3) The reactants are [CH2:1]([C@H:8]1[CH2:13][N:12]([C:14]2[CH:23]=[CH:22][C:21]([O:24][CH3:25])=[C:20]3[C:15]=2[CH:16]=[CH:17][C:18]([C:26]([F:29])([F:28])[F:27])=[N:19]3)[CH2:11][CH2:10][N:9]1[CH2:30][C:31]([OH:33])=O)[C:2]1[CH:7]=[CH:6][CH:5]=[CH:4][CH:3]=1.Cl.[CH2:35]([O:38][NH2:39])[CH:36]=[CH2:37].C(N(CC)CC)C.C1CCC(N=C=NC2CCCCC2)CC1. The catalyst is C(Cl)Cl.CN(C1C=CN=CC=1)C.CCOC(C)=O. The product is [CH2:35]([O:38][NH:39][C:31](=[O:33])[CH2:30][N:9]1[CH2:10][CH2:11][N:12]([C:14]2[CH:23]=[CH:22][C:21]([O:24][CH3:25])=[C:20]3[C:15]=2[CH:16]=[CH:17][C:18]([C:26]([F:27])([F:28])[F:29])=[N:19]3)[CH2:13][C@@H:8]1[CH2:1][C:2]1[CH:3]=[CH:4][CH:5]=[CH:6][CH:7]=1)[CH:36]=[CH2:37]. The yield is 0.680.